The task is: Predict which catalyst facilitates the given reaction.. This data is from Catalyst prediction with 721,799 reactions and 888 catalyst types from USPTO. (1) Reactant: [NH:1]([C:3]([C:5]1[CH:6]=[C:7]([S:11]([NH:14][CH3:15])(=[O:13])=[O:12])[CH:8]=[CH:9][CH:10]=1)=[O:4])[NH2:2].[Cl:16][C:17]1[CH:18]=[CH:19][C:20]([OH:26])=[C:21]([C:23](=O)[CH3:24])[CH:22]=1. Product: [Cl:16][C:17]1[CH:18]=[CH:19][C:20]([OH:26])=[C:21](/[C:23](=[N:2]/[NH:1][C:3]([C:5]2[CH:6]=[C:7]([S:11]([NH:14][CH3:15])(=[O:13])=[O:12])[CH:8]=[CH:9][CH:10]=2)=[O:4])/[CH3:24])[CH:22]=1. The catalyst class is: 130. (2) Reactant: Cl[CH2:2][C:3]1[N:4]=[C:5]([C:33]([F:36])([F:35])[F:34])[N:6]2[CH2:11][CH2:10][N:9]([C:12]([C:14]3[CH:15]=[C:16]([CH2:21][C:22]4[C:31]5[C:26](=[CH:27][CH:28]=[CH:29][CH:30]=5)[C:25](=[O:32])[NH:24][N:23]=4)[CH:17]=[CH:18][C:19]=3[F:20])=[O:13])[CH2:8][C:7]=12.[CH3:37][NH2:38].C(=O)([O-])[O-].[K+].[K+]. Product: [F:20][C:19]1[CH:18]=[CH:17][C:16]([CH2:21][C:22]2[C:31]3[C:26](=[CH:27][CH:28]=[CH:29][CH:30]=3)[C:25](=[O:32])[NH:24][N:23]=2)=[CH:15][C:14]=1[C:12]([N:9]1[CH2:10][CH2:11][N:6]2[C:5]([C:33]([F:36])([F:34])[F:35])=[N:4][C:3]([CH2:2][NH:38][CH3:37])=[C:7]2[CH2:8]1)=[O:13]. The catalyst class is: 783. (3) Reactant: [F:1][C:2]1[CH:3]=[C:4]([CH:14]=[CH:15][CH:16]=1)[CH2:5][N:6]1[CH:11]=[CH:10][C:9]([OH:12])=[CH:8][C:7]1=[O:13].[Br:17]Br. Product: [Br:17][C:8]1[C:7](=[O:13])[N:6]([CH2:5][C:4]2[CH:14]=[CH:15][CH:16]=[C:2]([F:1])[CH:3]=2)[CH:11]=[CH:10][C:9]=1[OH:12]. The catalyst class is: 52. (4) Reactant: Cl[C:2]1[C:21]([C:22]2[NH:26][N:25]=[CH:24][CH:23]=2)=[CH:20][C:5]([C:6]([NH:8][C:9]2[CH:14]=[CH:13][C:12]([O:15][C:16]([Cl:19])([F:18])[F:17])=[CH:11][CH:10]=2)=[O:7])=[CH:4][N:3]=1.[NH2:27][CH2:28][CH:29]([OH:33])[CH2:30][CH2:31][OH:32].CCN(C(C)C)C(C)C.O(C(C)C)C(C)C. Product: [Cl:19][C:16]([F:18])([F:17])[O:15][C:12]1[CH:13]=[CH:14][C:9]([NH:8][C:6](=[O:7])[C:5]2[CH:20]=[C:21]([C:22]3[NH:26][N:25]=[CH:24][CH:23]=3)[C:2]([NH:27][CH2:28][CH:29]([OH:33])[CH2:30][CH2:31][OH:32])=[N:3][CH:4]=2)=[CH:10][CH:11]=1. The catalyst class is: 41.